Dataset: Catalyst prediction with 721,799 reactions and 888 catalyst types from USPTO. Task: Predict which catalyst facilitates the given reaction. (1) Reactant: C(Cl)(=O)C(Cl)=O.CS(C)=O.[N:11]1[CH:16]=[CH:15][CH:14]=[C:13]([CH2:17][CH2:18][CH2:19][OH:20])[CH:12]=1.O. Product: [N:11]1[CH:16]=[CH:15][CH:14]=[C:13]([CH2:17][CH2:18][CH:19]=[O:20])[CH:12]=1. The catalyst class is: 2. (2) Reactant: FC(F)(F)C(O)=O.[N:8]([C:11]1[CH:77]=[CH:76][CH:75]=[CH:74][C:12]=1[CH2:13][O:14][C:15]([NH:17][CH2:18][CH2:19][CH2:20][C@@H:21]([NH:66]C(OC(C)(C)C)=O)[C:22]([O:24][C@H:25]1[C@@H:29]([OH:30])[C@H:28]([N:31]2[CH:39]=[N:38][C:37]3[C:32]2=[N:33][CH:34]=[N:35][C:36]=3[NH2:40])[O:27][C@H:26]1[CH2:41][O:42][P:43]([O:46][C@H:47]1[CH2:51][C@H:50]([N:52]2[CH:57]=[CH:56][C:55]([NH2:58])=[N:54][C:53]2=[O:59])[O:49][C@@H:48]1[CH2:60][O:61][P:62]([OH:65])([OH:64])=[O:63])([OH:45])=[O:44])=[O:23])=[O:16])=[N+:9]=[N-:10]. Product: [NH2:66][C@H:21]([CH2:20][CH2:19][CH2:18][NH:17][C:15]([O:14][CH2:13][C:12]1[CH:74]=[CH:75][CH:76]=[CH:77][C:11]=1[N:8]=[N+:9]=[N-:10])=[O:16])[C:22]([O:24][C@H:25]1[C@@H:29]([OH:30])[C@H:28]([N:31]2[CH:39]=[N:38][C:37]3[C:32]2=[N:33][CH:34]=[N:35][C:36]=3[NH2:40])[O:27][C@H:26]1[CH2:41][O:42][P:43]([O:46][C@H:47]1[CH2:51][C@H:50]([N:52]2[CH:57]=[CH:56][C:55]([NH2:58])=[N:54][C:53]2=[O:59])[O:49][C@@H:48]1[CH2:60][O:61][P:62]([OH:65])([OH:64])=[O:63])([OH:45])=[O:44])=[O:23]. The catalyst class is: 4. (3) Reactant: [NH2:1][CH2:2]/[C:3](/[CH3:29])=[CH:4]/[C:5]1[CH:26]=[C:25]([F:27])[C:8]([O:9][C:10]2[CH:15]=[CH:14][C:13]([S:16]([NH:19][CH2:20][CH2:21][N:22]([CH3:24])[CH3:23])(=[O:18])=[O:17])=[CH:12][CH:11]=2)=[C:7]([F:28])[CH:6]=1.Cl.[N:31]1([CH:36](N)[NH2:37])C=CC=N1. Product: [F:28][C:7]1[CH:6]=[C:5](/[CH:4]=[C:3](\[CH3:29])/[CH2:2][NH:1][C:36]([NH2:37])=[NH:31])[CH:26]=[C:25]([F:27])[C:8]=1[O:9][C:10]1[CH:15]=[CH:14][C:13]([S:16]([NH:19][CH2:20][CH2:21][N:22]([CH3:24])[CH3:23])(=[O:17])=[O:18])=[CH:12][CH:11]=1. The catalyst class is: 1. (4) Reactant: [CH:1]([C:4]1[C:8]([CH2:9][CH2:10][CH2:11][OH:12])=[CH:7][N:6]([C:13]2[CH:18]=[CH:17][C:16]([C:19]([F:22])([F:21])[F:20])=[CH:15][N:14]=2)[N:5]=1)([CH3:3])[CH3:2].O[C:24]1[CH:29]=[CH:28][CH:27]=[CH:26][C:25]=1[CH2:30][C:31]([O:33]C)=[O:32].C(P(CCCC)CCCC)CCC.N(C(N1CCCCC1)=O)=NC(N1CCCCC1)=O. Product: [CH:1]([C:4]1[C:8]([CH2:9][CH2:10][CH2:11][O:12][C:24]2[CH:29]=[CH:28][CH:27]=[CH:26][C:25]=2[CH2:30][C:31]([OH:33])=[O:32])=[CH:7][N:6]([C:13]2[CH:18]=[CH:17][C:16]([C:19]([F:21])([F:20])[F:22])=[CH:15][N:14]=2)[N:5]=1)([CH3:3])[CH3:2]. The catalyst class is: 7.